From a dataset of Forward reaction prediction with 1.9M reactions from USPTO patents (1976-2016). Predict the product of the given reaction. (1) Given the reactants CC(C)([O-])C.[K+].[CH2:7]([O:14][C:15]([C:17]1[NH:18][CH:19]=[C:20]([I:22])[CH:21]=1)=[O:16])[C:8]1[CH:13]=[CH:12][CH:11]=[CH:10][CH:9]=1.[CH3:23][C:24]1[CH:29]=[CH:28][C:27]([S:30](Cl)(=[O:32])=[O:31])=[CH:26][CH:25]=1, predict the reaction product. The product is: [CH2:7]([O:14][C:15]([C:17]1[N:18]([S:30]([C:27]2[CH:28]=[CH:29][C:24]([CH3:23])=[CH:25][CH:26]=2)(=[O:32])=[O:31])[CH:19]=[C:20]([I:22])[CH:21]=1)=[O:16])[C:8]1[CH:9]=[CH:10][CH:11]=[CH:12][CH:13]=1. (2) Given the reactants [O:1]1[CH:5]=[CH:4][CH:3]=[C:2]1[C:6](=[N:11]OC)[C:7]([O:9][CH3:10])=[O:8].C(O)=O, predict the reaction product. The product is: [NH2:11][CH:6]([C:2]1[O:1][CH:5]=[CH:4][CH:3]=1)[C:7]([O:9][CH3:10])=[O:8]. (3) Given the reactants [CH3:1][O:2][C@@H:3]1[CH2:8][CH2:7][N:6](C(OC(C)(C)C)=O)[CH2:5][C@H:4]1[C:16]1[S:17][CH:18]=[CH:19][N:20]=1.FC(F)(F)C(O)=O, predict the reaction product. The product is: [CH3:1][O:2][C@@H:3]1[CH2:8][CH2:7][NH:6][CH2:5][C@H:4]1[C:16]1[S:17][CH:18]=[CH:19][N:20]=1. (4) Given the reactants [C:1]([C:3]1[CH:4]=[N:5][N:6]2[C:11]([C:12]([F:15])([F:14])[F:13])=[CH:10][C:9]([C:16]3[CH:21]=[CH:20][C:19]([C:22]([F:25])([F:24])[F:23])=[CH:18][CH:17]=3)=[N:8][C:7]=12)#[CH:2].Br[C:27]1[CH:28]=[N:29][C:30]([Cl:33])=[N:31][CH:32]=1, predict the reaction product. The product is: [Cl:33][C:30]1[N:31]=[CH:32][C:27]([C:2]#[C:1][C:3]2[CH:4]=[N:5][N:6]3[C:11]([C:12]([F:14])([F:13])[F:15])=[CH:10][C:9]([C:16]4[CH:21]=[CH:20][C:19]([C:22]([F:25])([F:24])[F:23])=[CH:18][CH:17]=4)=[N:8][C:7]=23)=[CH:28][N:29]=1. (5) Given the reactants [Cl:1][C:2]1[CH:7]=[CH:6][CH:5]=[CH:4][C:3]=1[N:8]1[C:12]2[CH:13]=[CH:14][C:15]([CH:17]=[O:18])=[CH:16][C:11]=2[N:10]([CH3:19])[C:9]1=[O:20].C1(C)C=CC(S([CH:30]([N+:38]#[C-:39])[C:31]2[CH:32]=[C:33]([CH3:37])[CH:34]=[CH:35][CH:36]=2)(=O)=O)=CC=1.C(=O)([O-])[O-].[K+].[K+], predict the reaction product. The product is: [Cl:1][C:2]1[CH:7]=[CH:6][CH:5]=[CH:4][C:3]=1[N:8]1[C:12]2[CH:13]=[CH:14][C:15]([C:17]3[O:18][CH:39]=[N:38][C:30]=3[C:31]3[CH:32]=[C:33]([CH3:37])[CH:34]=[CH:35][CH:36]=3)=[CH:16][C:11]=2[N:10]([CH3:19])[C:9]1=[O:20]. (6) The product is: [CH2:20]([O:19][C:17]([C:12]12[CH2:11][CH2:10][C:9]([NH:8][CH2:29][C:28]([N:26]3[CH2:27][C@@H:23]([F:22])[CH2:24][C@H:25]3[C:41]([NH2:43])=[O:42])=[O:40])([CH2:16][CH2:15]1)[CH2:14][CH2:13]2)=[O:18])[CH3:21]. Given the reactants C(=O)([O-])[O-].[K+].[K+].Cl.[NH2:8][C:9]12[CH2:16][CH2:15][C:12]([C:17]([O:19][CH2:20][CH3:21])=[O:18])([CH2:13][CH2:14]1)[CH2:11][CH2:10]2.[F:22][C@@H:23]1[CH2:27][N:26]([C:28](=[O:40])[CH2:29]OS(C2C=CC=CC=2)(=O)=O)[C@H:25]([C:41]([NH2:43])=[O:42])[CH2:24]1.O, predict the reaction product. (7) Given the reactants [F:1][C:2]1[CH:10]=[C:9](F)[C:8]([N+:12]([O-:14])=[O:13])=[CH:7][C:3]=1[C:4]([OH:6])=[O:5].[CH3:15][NH2:16], predict the reaction product. The product is: [F:1][C:2]1[CH:10]=[C:9]([NH:16][CH3:15])[C:8]([N+:12]([O-:14])=[O:13])=[CH:7][C:3]=1[C:4]([OH:6])=[O:5]. (8) Given the reactants C(OCCCCCCOC1C=CC(C(O[C:20]2[CH:25]=[CH:24][C:23]([O:26][C:27](=[O:35])[C:28]3[CH:33]=[CH:32][C:31]([F:34])=[CH:30][CH:29]=3)=[CH:22][CH:21]=2)=O)=CC=1)(=O)C=C.[C:38]([O:42][CH2:43][CH2:44][O:45][C:46]1[CH:54]=[CH:53][C:49]([C:50]([OH:52])=[O:51])=[CH:48][CH:47]=1)(=[O:41])[CH:39]=[CH2:40], predict the reaction product. The product is: [C:38]([O:42][CH2:43][CH2:44][O:45][C:46]1[CH:47]=[CH:48][C:49]([C:50]([O:52][C:20]2[CH:21]=[CH:22][C:23]([O:26][C:27](=[O:35])[C:28]3[CH:29]=[CH:30][C:31]([F:34])=[CH:32][CH:33]=3)=[CH:24][CH:25]=2)=[O:51])=[CH:53][CH:54]=1)(=[O:41])[CH:39]=[CH2:40].